This data is from Full USPTO retrosynthesis dataset with 1.9M reactions from patents (1976-2016). The task is: Predict the reactants needed to synthesize the given product. (1) Given the product [Br:17][C:18]1[CH:23]=[C:22]([C:24]2[O:25][C:26]([CH2:29][N:4]3[C:5]4[C:10](=[C:9]([C:12]#[N:13])[C:8]([C:14]#[N:15])=[CH:7][CH:6]=4)[CH:11]=[C:3]3[CH:2]([F:1])[F:16])=[N:27][N:28]=2)[CH:21]=[N:20][CH:19]=1, predict the reactants needed to synthesize it. The reactants are: [F:1][CH:2]([F:16])[C:3]1[NH:4][C:5]2[C:10]([CH:11]=1)=[C:9]([C:12]#[N:13])[C:8]([C:14]#[N:15])=[CH:7][CH:6]=2.[Br:17][C:18]1[CH:19]=[N:20][CH:21]=[C:22]([C:24]2[O:25][C:26]([CH2:29]Cl)=[N:27][N:28]=2)[CH:23]=1. (2) Given the product [ClH:1].[Cl:1][C:2]1[N:3]=[C:4]([NH:11][CH:12]2[CH2:17][CH2:16][CH2:15][NH:14][CH2:13]2)[C:5]2[S:10][CH2:9][CH2:8][C:6]=2[N:7]=1, predict the reactants needed to synthesize it. The reactants are: [Cl:1][C:2]1[N:3]=[C:4]([NH:11][CH:12]2[CH2:17][CH2:16][CH2:15][N:14](C(OC(C)(C)C)=O)[CH2:13]2)[C:5]2[S:10][CH2:9][CH2:8][C:6]=2[N:7]=1.Cl.CO. (3) Given the product [Br:13][C:10]1[CH:11]=[CH:12][C:7]([C:18]2[CH2:19][CH2:20][CH2:21][C:16](=[O:15])[CH:17]=2)=[CH:8][CH:9]=1, predict the reactants needed to synthesize it. The reactants are: BrC(Br)C.[Mg].Br[C:7]1[CH:12]=[CH:11][C:10]([Br:13])=[CH:9][CH:8]=1.C[O:15][C:16]1[CH2:21][CH2:20][CH2:19][C:18](=O)[CH:17]=1.S(=O)(=O)(O)O. (4) Given the product [F:35][CH:2]([F:1])[O:3][C:4]1[CH:5]=[C:6]([N:14]([CH2:29][C:30]2[S:34][CH:33]=[N:32][CH:31]=2)[C:15]2[CH:20]=[CH:19][C:18]([S:21]([OH:24])(=[O:22])=[O:23])=[CH:17][CH:16]=2)[CH:7]=[CH:8][C:9]=1[O:10][CH:11]([F:12])[F:13], predict the reactants needed to synthesize it. The reactants are: [F:1][CH:2]([F:35])[O:3][C:4]1[CH:5]=[C:6]([N:14]([CH2:29][C:30]2[S:34][CH:33]=[N:32][CH:31]=2)[C:15]2[CH:20]=[CH:19][C:18]([S:21]([O:24]CC(C)C)(=[O:23])=[O:22])=[CH:17][CH:16]=2)[CH:7]=[CH:8][C:9]=1[O:10][CH:11]([F:13])[F:12].[Na+].[I-]. (5) Given the product [C:7]1([N:13]([C:29]2[CH:34]=[CH:33][CH:32]=[CH:31][CH:30]=2)[C:14]([N:15]([C:22]2[CH:27]=[CH:26][CH:25]=[CH:24][CH:23]=2)[C:16]2[CH:21]=[CH:20][CH:19]=[CH:18][CH:17]=2)=[NH:35])[CH:12]=[CH:11][CH:10]=[CH:9][CH:8]=1, predict the reactants needed to synthesize it. The reactants are: C(Cl)(=O)C(Cl)=O.[C:7]1([N:13]([C:29]2[CH:34]=[CH:33][CH:32]=[CH:31][CH:30]=2)[C:14](=O)[N:15]([C:22]2[CH:27]=[CH:26][CH:25]=[CH:24][CH:23]=2)[C:16]2[CH:21]=[CH:20][CH:19]=[CH:18][CH:17]=2)[CH:12]=[CH:11][CH:10]=[CH:9][CH:8]=1.[NH3:35].CO.